This data is from Reaction yield outcomes from USPTO patents with 853,638 reactions. The task is: Predict the reaction yield, written as a fraction of the theoretical maximum amount of product (1.0 means a 100% yield; for example, 0.34 means a 34% yield). (1) The reactants are Br[C:2]1[CH:8]=[CH:7][C:5]([NH2:6])=[CH:4][CH:3]=1.[F:9][C:10]([F:21])([F:20])[C:11]1[CH:16]=[CH:15][C:14](B(O)O)=[CH:13][CH:12]=1.C(=O)(O)[O-].[Na+]. The catalyst is C(=O)([O-])[O-].[K+].[K+].CN(C)C=O.C1C=CC([P]([Pd]([P](C2C=CC=CC=2)(C2C=CC=CC=2)C2C=CC=CC=2)([P](C2C=CC=CC=2)(C2C=CC=CC=2)C2C=CC=CC=2)[P](C2C=CC=CC=2)(C2C=CC=CC=2)C2C=CC=CC=2)(C2C=CC=CC=2)C2C=CC=CC=2)=CC=1. The product is [F:9][C:10]([F:21])([F:20])[C:11]1[CH:16]=[CH:15][C:14]([C:2]2[CH:8]=[CH:7][C:5]([NH2:6])=[CH:4][CH:3]=2)=[CH:13][CH:12]=1. The yield is 0.700. (2) The reactants are [N:1]1[CH:6]=[CH:5][N:4]=[CH:3][C:2]=1[C:7]1[N:11]2[CH2:12][CH2:13][N:14]=[C:15]([N:16]3C=N[CH:18]=[N:17]3)[C:10]2=[N:9][N:8]=1.[Cl:21][C:22]1[C:31]([C:32]([F:35])([F:34])[F:33])=[CH:30][CH:29]=[CH:28][C:23]=1C(NN)=O.O.C1(C)C=CC(S(O)(=O)=O)=CC=1.C([O-])(O)=O.[Na+]. The catalyst is C(O)CCC. The product is [Cl:21][C:22]1[C:31]([C:32]([F:33])([F:34])[F:35])=[CH:30][CH:29]=[CH:28][C:23]=1[C:18]1[N:14]2[CH2:13][CH2:12][N:11]3[C:7]([C:2]4[CH:3]=[N:4][CH:5]=[CH:6][N:1]=4)=[N:8][N:9]=[C:10]3[C:15]2=[N:16][N:17]=1. The yield is 0.500. (3) The reactants are [Cl:1][C:2](Cl)([O:4]C(=O)OC(Cl)(Cl)Cl)Cl.N1C=CC=CC=1.[C:19]12([OH:29])[CH2:28][CH:23]3[CH2:24][CH:25]([CH2:27][CH:21]([CH2:22]3)[CH2:20]1)[CH2:26]2. The catalyst is C1(C)C=CC=CC=1. The product is [C:2]([Cl:1])(=[O:4])[O:29][C:19]12[CH2:26][CH:25]3[CH2:24][CH:23]([CH2:22][CH:21]([CH2:27]3)[CH2:20]1)[CH2:28]2. The yield is 0.880. (4) The reactants are [H-].[Al+3].[Li+].[H-].[H-].[H-].S(=O)(=O)(O)O.[C:12]([O:16][C:17]([N:19]1[CH2:36][CH2:35][N:22]2[C:23](=O)[C:24]3[C:29]([C@@H:21]2[CH2:20]1)=[CH:28][CH:27]=[CH:26][C:25]=3[C:30]([F:33])([F:32])[F:31])=[O:18])([CH3:15])([CH3:14])[CH3:13]. The catalyst is O1CCCC1. The product is [C:12]([O:16][C:17]([N:19]1[CH2:36][CH2:35][N:22]2[CH2:23][C:24]3[C:29]([C@@H:21]2[CH2:20]1)=[CH:28][CH:27]=[CH:26][C:25]=3[C:30]([F:31])([F:32])[F:33])=[O:18])([CH3:15])([CH3:13])[CH3:14]. The yield is 0.390. (5) The reactants are [CH3:1][C:2]1([CH3:13])[CH2:7][CH:6]([C:8]([O:10]C)=O)[C:5](=O)[CH2:4][CH2:3]1.Cl.[Cl:15][CH2:16][C:17](=[NH:19])[NH2:18].C[O-].[Na+]. The catalyst is CO. The product is [Cl:15][CH2:16][C:17]1[N:19]=[C:8]([OH:10])[C:6]2[CH2:7][C:2]([CH3:1])([CH3:13])[CH2:3][CH2:4][C:5]=2[N:18]=1. The yield is 0.570.